This data is from Full USPTO retrosynthesis dataset with 1.9M reactions from patents (1976-2016). The task is: Predict the reactants needed to synthesize the given product. (1) Given the product [ClH:1].[C:6]([CH2:7][NH:8][C@@H:9]([C:23]([N:25]1[CH2:44][CH2:43][CH2:42][C@H:26]1[C:27]([NH:29][CH2:30][C:31]1[CH:32]=[C:33]2[C:38](=[CH:39][CH:40]=1)[C:37]([NH2:41])=[N:36][CH:35]=[CH:34]2)=[O:28])=[O:24])[CH:10]([C:11]1[CH:16]=[CH:15][CH:14]=[CH:13][CH:12]=1)[C:17]1[CH:18]=[CH:19][CH:20]=[CH:21][CH:22]=1)([OH:45])=[O:5], predict the reactants needed to synthesize it. The reactants are: [ClH:1].CC(C)([O:5][C:6](=[O:45])[CH2:7][NH:8][C@@H:9]([C:23]([N:25]1[CH2:44][CH2:43][CH2:42][C@H:26]1[C:27]([NH:29][CH2:30][C:31]1[CH:32]=[C:33]2[C:38](=[CH:39][CH:40]=1)[C:37]([NH2:41])=[N:36][CH:35]=[CH:34]2)=[O:28])=[O:24])[CH:10]([C:17]1[CH:22]=[CH:21][CH:20]=[CH:19][CH:18]=1)[C:11]1[CH:16]=[CH:15][CH:14]=[CH:13][CH:12]=1)C.FC(F)(F)C(O)=O. (2) Given the product [CH3:17][C:9]1[C:10]2[CH:16]=[CH:15][CH:14]=[CH:13][C:11]=2[S:12][C:8]=1[C:2]1[CH2:7][CH2:6][NH:5][CH2:4][CH:3]=1, predict the reactants needed to synthesize it. The reactants are: O[C:2]1([C:8]2[S:12][C:11]3[CH:13]=[CH:14][CH:15]=[CH:16][C:10]=3[C:9]=2[CH3:17])[CH2:7][CH2:6][NH:5][CH2:4][CH2:3]1.FC(F)(F)C(O)=O. (3) Given the product [CH2:1]([O:3][C:4](=[O:13])[C:5]1[CH:10]=[C:9]([O:11][C:16]2[CH:23]=[CH:22][CH:21]=[C:18]([C:19]#[N:20])[CH:17]=2)[CH:8]=[C:7]([O:12][C:16]2[CH:23]=[CH:22][CH:21]=[C:18]([C:19]#[N:20])[CH:17]=2)[CH:6]=1)[CH3:2], predict the reactants needed to synthesize it. The reactants are: [CH2:1]([O:3][C:4](=[O:13])[C:5]1[CH:10]=[C:9]([OH:11])[CH:8]=[C:7]([OH:12])[CH:6]=1)[CH3:2].BrC[C:16]1[CH:17]=[C:18]([CH:21]=[CH:22][CH:23]=1)[C:19]#[N:20]. (4) Given the product [NH2:28][CH:10]([CH2:9][C:4]1[CH:3]=[C:2]([F:1])[CH:7]=[C:6]([F:8])[CH:5]=1)[CH:11]([OH:27])[CH2:12][NH:13][C:14]1([C:17]2[S:18][CH:19]=[C:20]([CH2:22][C:23]([CH3:25])([CH3:24])[CH3:26])[N:21]=2)[CH2:15][CH2:16]1, predict the reactants needed to synthesize it. The reactants are: [F:1][C:2]1[CH:3]=[C:4]([CH2:9][CH:10]([NH:28]C(=O)OC(C)(C)C)[CH:11]([OH:27])[CH2:12][NH:13][C:14]2([C:17]3[S:18][CH:19]=[C:20]([CH2:22][C:23]([CH3:26])([CH3:25])[CH3:24])[N:21]=3)[CH2:16][CH2:15]2)[CH:5]=[C:6]([F:8])[CH:7]=1.Cl.O1CCOCC1.